Dataset: Reaction yield outcomes from USPTO patents with 853,638 reactions. Task: Predict the reaction yield, written as a fraction of the theoretical maximum amount of product (1.0 means a 100% yield; for example, 0.34 means a 34% yield). (1) The reactants are C[O:2][C:3](=[O:29])/[CH:4]=[CH:5]/[C:6]1[CH:7]=[C:8]2[C:25](=[CH:26][CH:27]=1)[O:24][C:11]1([CH2:16][CH2:15][N:14]([C:17](OC(C)(C)C)=O)[CH2:13][CH2:12]1)[CH2:10][C:9]2=[O:28].[F:30][C:31]1[CH:32]=[C:33]2[C:37](=[CH:38][CH:39]=1)[NH:36][CH:35]=[CH:34]2.[OH-].[Na+]. No catalyst specified. The product is [F:30][C:31]1[CH:32]=[C:33]2[C:37](=[CH:38][CH:39]=1)[NH:36][CH:35]=[C:34]2[CH2:17][N:14]1[CH2:15][CH2:16][C:11]2([CH2:10][C:9](=[O:28])[C:8]3[C:25](=[CH:26][CH:27]=[C:6](/[CH:5]=[CH:4]/[C:3]([OH:2])=[O:29])[CH:7]=3)[O:24]2)[CH2:12][CH2:13]1. The yield is 0.630. (2) The reactants are [Cl:1][C:2]1[N:3]=[C:4]([C:9]([NH:11][C@H:12]2[CH2:17][CH2:16][N:15]([C:18]3[S:19][C:20]([C:23]([O:25]CC)=[O:24])=[CH:21][N:22]=3)[CH2:14][C@H:13]2[O:28][CH2:29][CH2:30][CH3:31])=[O:10])[NH:5][C:6]=1[CH2:7][CH3:8].[OH-].[Li+].CO. The catalyst is C1COCC1. The product is [Cl:1][C:2]1[N:3]=[C:4]([C:9]([NH:11][C@H:12]2[CH2:17][CH2:16][N:15]([C:18]3[S:19][C:20]([C:23]([OH:25])=[O:24])=[CH:21][N:22]=3)[CH2:14][C@H:13]2[O:28][CH2:29][CH2:30][CH3:31])=[O:10])[NH:5][C:6]=1[CH2:7][CH3:8]. The yield is 0.870.